This data is from Full USPTO retrosynthesis dataset with 1.9M reactions from patents (1976-2016). The task is: Predict the reactants needed to synthesize the given product. (1) Given the product [CH2:9]1[C:10]2[C:15](=[CH:14][CH:13]=[CH:12][CH:11]=2)[CH2:16][NH:8]1, predict the reactants needed to synthesize it. The reactants are: C(OC([N:8]1[CH2:16][C:15]2[C:10](=[CH:11][CH:12]=[CH:13][CH:14]=2)[CH:9]1C1C=C(Cl)C=CC=1O)=O)(C)(C)C.C(=O)([O-])[O-].[K+].[K+].BrCC(OCC)=O. (2) Given the product [CH3:1][O:2][C:3](=[O:46])[C:4]([C:9]1[CH:10]=[C:11]([C:35]2[CH:40]=[C:39]([F:41])[CH:38]=[CH:37][C:36]=2[OH:42])[C:12]([O:27][CH2:28][C:29]2[CH:34]=[CH:33][CH:32]=[CH:31][CH:30]=2)=[C:13]([C:15]2[NH:19][C:18]3[CH:20]=[CH:21][C:22]([C:24](=[NH:25])[NH2:26])=[CH:23][C:17]=3[N:16]=2)[CH:14]=1)([CH2:7][OH:8])[CH2:5][OH:6], predict the reactants needed to synthesize it. The reactants are: [CH3:1][O:2][C:3](=[O:46])[C:4]([C:9]1[CH:10]=[C:11]([C:35]2[CH:40]=[C:39]([F:41])[CH:38]=[CH:37][C:36]=2[O:42]COC)[C:12]([O:27][CH2:28][C:29]2[CH:34]=[CH:33][CH:32]=[CH:31][CH:30]=2)=[C:13]([C:15]2[NH:19][C:18]3[CH:20]=[CH:21][C:22]([C:24](=[NH:26])[NH2:25])=[CH:23][C:17]=3[N:16]=2)[CH:14]=1)([CH2:7][OH:8])[CH2:5][OH:6].Cl. (3) Given the product [C:4]1(=[O:17])[N:5]([CH2:6][CH:7]2[C:16]3[C:11](=[CH:12][CH:13]=[CH:14][CH:15]=3)[CH2:10][CH2:9][NH:8]2)[C:1](=[O:22])[C:2]2=[CH:21][CH:20]=[CH:19][CH:18]=[C:3]12, predict the reactants needed to synthesize it. The reactants are: [C:1]1(=[O:22])[N:5]([CH2:6][C:7]2[C:16]3[C:11](=[CH:12][CH:13]=[CH:14][CH:15]=3)[CH2:10][CH2:9][N:8]=2)[C:4](=[O:17])[C:3]2=[CH:18][CH:19]=[CH:20][CH:21]=[C:2]12.CC(O)=O.[BH-](OC(C)=O)(OC(C)=O)OC(C)=O.[Na+].